This data is from Full USPTO retrosynthesis dataset with 1.9M reactions from patents (1976-2016). The task is: Predict the reactants needed to synthesize the given product. (1) Given the product [ClH:39].[CH3:3][N:2]([CH:4]([C:12]1[CH:16]=[CH:15][S:14][CH:13]=1)[CH:5]1[CH2:10][CH2:9][CH2:8][CH2:7][C:6]1([CH2:40][C:41]1[CH:46]=[CH:45][CH:44]=[C:43]([C:47]([F:48])([F:49])[F:50])[CH:42]=1)[OH:11])[CH3:1], predict the reactants needed to synthesize it. The reactants are: [CH3:1][N:2]([CH:4]([C:12]1[CH:16]=[CH:15][S:14][CH:13]=1)[CH:5]1[CH2:10][CH2:9][CH2:8][CH2:7][C:6]1=[O:11])[CH3:3].Cl.CNC.S1C=CC(C=O)=C1.N1(C2CCCCC=2)CCCC1.[Cl:39][CH2:40][C:41]1[CH:42]=[C:43]([C:47]([F:50])([F:49])[F:48])[CH:44]=[CH:45][CH:46]=1.Cl. (2) Given the product [N:27]1[CH:28]=[CH:29][CH:30]=[CH:31][C:26]=1[O:1][C:2]1[CH:3]=[CH:4][C:5]([CH2:8][CH2:9][C:10]2[CH:24]=[CH:23][C:13]3[CH:14]=[C:15]([CH:17]([NH:19][C:20](=[O:22])[CH3:21])[CH3:18])[O:16][C:12]=3[CH:11]=2)=[CH:6][CH:7]=1, predict the reactants needed to synthesize it. The reactants are: [OH:1][C:2]1[CH:7]=[CH:6][C:5]([CH2:8][CH2:9][C:10]2[CH:24]=[CH:23][C:13]3[CH:14]=[C:15]([CH:17]([NH:19][C:20](=[O:22])[CH3:21])[CH3:18])[O:16][C:12]=3[CH:11]=2)=[CH:4][CH:3]=1.F[C:26]1[CH:31]=[CH:30][CH:29]=[CH:28][N:27]=1.C(=O)([O-])[O-].[K+].[K+]. (3) Given the product [C:19]1([C:14]2[CH:15]=[CH:16][CH:17]=[C:18]3[C:13]=2[CH:12]=[CH:11][N:10]=[C:9]3[NH:8][C:4]2[CH:3]=[C:2]([NH:1][C:26](=[NH:35])[C:27]3[CH:32]=[CH:31][CH:30]=[CH:29][CH:28]=3)[CH:7]=[CH:6][CH:5]=2)[CH:20]=[CH:21][CH:22]=[CH:23][CH:24]=1, predict the reactants needed to synthesize it. The reactants are: [NH2:1][C:2]1[CH:3]=[C:4]([NH:8][C:9]2[C:18]3[C:13](=[C:14]([C:19]4[CH:24]=[CH:23][CH:22]=[CH:21][CH:20]=4)[CH:15]=[CH:16][CH:17]=3)[CH:12]=[CH:11][N:10]=2)[CH:5]=[CH:6][CH:7]=1.I.[C:26](=[NH:35])(SC)[C:27]1[CH:32]=[CH:31][CH:30]=[CH:29][CH:28]=1.ClCCl.C(=O)([O-])[O-].[K+].[K+]. (4) Given the product [CH3:33][C:23]1[CH:28]=[CH:27][C:26]([S:29]([O:8][CH2:7][CH:6]([C:9]2[CH:14]=[CH:13][C:12]([Br:15])=[CH:11][CH:10]=2)[CH2:5][O:4][C:1](=[O:3])[CH3:2])(=[O:31])=[O:30])=[CH:25][CH:24]=1, predict the reactants needed to synthesize it. The reactants are: [C:1]([O:4][CH2:5][CH:6]([C:9]1[CH:14]=[CH:13][C:12]([Br:15])=[CH:11][CH:10]=1)[CH2:7][OH:8])(=[O:3])[CH3:2].C(N(CC)CC)C.[C:23]1([CH3:33])[CH:28]=[CH:27][C:26]([S:29](Cl)(=[O:31])=[O:30])=[CH:25][CH:24]=1. (5) Given the product [N:1]1[C:6]2=[N:7][N:8]3[CH:13]=[CH:12][CH:11]=[CH:10][C:9]3=[C:5]2[C:4]([NH:14][C:16]([NH:15][C:18]2[CH:23]=[CH:22][CH:21]=[C:20]([C:24]([F:25])([F:26])[F:27])[CH:19]=2)=[O:17])=[N:3][CH:2]=1, predict the reactants needed to synthesize it. The reactants are: [N:1]1[C:6]2=[N:7][N:8]3[CH:13]=[CH:12][CH:11]=[CH:10][C:9]3=[C:5]2[C:4]([NH2:14])=[N:3][CH:2]=1.[N:15]([C:18]1[CH:23]=[CH:22][CH:21]=[C:20]([C:24]([F:27])([F:26])[F:25])[CH:19]=1)=[C:16]=[O:17]. (6) Given the product [CH3:14][C:13]([CH3:15])=[CH:12][CH2:11][O:1][C:2]1[CH:3]=[C:4]([CH:7]=[CH:8][CH:9]=1)[C:5]#[N:6], predict the reactants needed to synthesize it. The reactants are: [OH:1][C:2]1[CH:3]=[C:4]([CH:7]=[CH:8][CH:9]=1)[C:5]#[N:6].Br[CH2:11][CH:12]=[C:13]([CH3:15])[CH3:14].C(=O)([O-])[O-].[K+].[K+].O. (7) Given the product [F:1][C:2]1[C:3]([NH:10][C:11]2[C:16]([C:17]3[N:25]=[CH:24][N:23]=[C:22]4[C:18]=3[N:19]=[CH:20][N:21]4[CH:26]3[CH2:31][CH2:30][CH2:29][CH2:28][O:27]3)=[CH:15][CH:14]=[CH:13][N:12]=2)=[C:4]([F:9])[CH:5]=[CH:6][C:7]=1[NH:8][S:42]([C:38]1[C:49]2[CH:50]=[CH:51][N:46]([CH3:53])[C:48]=2[CH:47]=[CH:36][CH:37]=1)(=[O:44])=[O:43], predict the reactants needed to synthesize it. The reactants are: [F:1][C:2]1[C:7]([NH2:8])=[CH:6][CH:5]=[C:4]([F:9])[C:3]=1[NH:10][C:11]1[C:16]([C:17]2[N:25]=[CH:24][N:23]=[C:22]3[C:18]=2[N:19]=[CH:20][N:21]3[CH:26]2[CH2:31][CH2:30][CH2:29][CH2:28][O:27]2)=[CH:15][CH:14]=[CH:13][N:12]=1.CN1C2[C:36](=[CH:37][C:38]([S:42](Cl)(=[O:44])=[O:43])=CC=2)C=C1.[N:46]1[CH:51]=[CH:50][CH:49]=[CH:48][CH:47]=1.Cl[CH2:53]Cl.